This data is from Catalyst prediction with 721,799 reactions and 888 catalyst types from USPTO. The task is: Predict which catalyst facilitates the given reaction. (1) Reactant: F[C:2]1[CH:11]=[C:10]([C:12]2[N:17]=[C:16]3[N:18]([CH2:21][C:22]4[CH:23]=[C:24]5[C:29](=[CH:30][CH:31]=4)[N:28]=[CH:27][CH:26]=[CH:25]5)[N:19]=[N:20][C:15]3=[CH:14][CH:13]=2)[CH:9]=[CH:8][C:3]=1C(NC)=O.[CH3:32][N:33](C)[C:34]1C=C(B(O)O)C=CC=1.C(=O)([O-])[O-].[K+].[K+].O1CCOCC1. Product: [CH3:32][N:33]([CH3:34])[C:2]1[CH:3]=[CH:8][CH:9]=[C:10]([C:12]2[N:17]=[C:16]3[N:18]([CH2:21][C:22]4[CH:23]=[C:24]5[C:29](=[CH:30][CH:31]=4)[N:28]=[CH:27][CH:26]=[CH:25]5)[N:19]=[N:20][C:15]3=[CH:14][CH:13]=2)[CH:11]=1. The catalyst class is: 103. (2) The catalyst class is: 224. Product: [CH2:15]([N:5]1[C:1](=[O:11])[C:2]2[C:3](=[CH:7][CH:8]=[CH:9][CH:10]=2)[C:4]1=[O:6])[CH2:14][C:13]#[CH:12]. Reactant: [C:1]1(=[O:11])[NH:5][C:4](=[O:6])[C:3]2=[CH:7][CH:8]=[CH:9][CH:10]=[C:2]12.[CH2:12](O)[CH2:13][C:14]#[CH:15].C1(P(C2C=CC=CC=2)C2C=CC=CC=2)C=CC=CC=1.CC(OC(/N=N/C(OC(C)C)=O)=O)C. (3) Reactant: [NH2:1][C:2]1[CH:3]=[N:4][C:5]2[C:10]([CH:11]=1)=[CH:9][CH:8]=[CH:7][CH:6]=2.C[Si]([N-][Si](C)(C)C)(C)C.[Na+].[C:22](O[C:22]([O:24][C:25]([CH3:28])([CH3:27])[CH3:26])=[O:23])([O:24][C:25]([CH3:28])([CH3:27])[CH3:26])=[O:23]. Product: [N:4]1[C:5]2[C:10](=[CH:9][CH:8]=[CH:7][CH:6]=2)[CH:11]=[C:2]([NH:1][C:22](=[O:23])[O:24][C:25]([CH3:28])([CH3:27])[CH3:26])[CH:3]=1. The catalyst class is: 1. (4) Reactant: [Br:1][C:2]1[CH:7]=[CH:6][C:5]([N:8]2[C:12]3[C:13]([F:23])=[C:14]([F:22])[C:15]([N+:19]([O-])=O)=[C:16]([O:17][CH3:18])[C:11]=3[NH:10][C:9]2=[O:24])=[C:4]([F:25])[CH:3]=1. Product: [NH2:19][C:15]1[C:14]([F:22])=[C:13]([F:23])[C:12]2[N:8]([C:5]3[CH:6]=[CH:7][C:2]([Br:1])=[CH:3][C:4]=3[F:25])[C:9](=[O:24])[NH:10][C:11]=2[C:16]=1[O:17][CH3:18]. The catalyst class is: 401. (5) Reactant: [F:1][C:2]1[S:6][C:5]([NH:7][C:8]([C:10]2[CH:14]=[C:13]([CH:15]3[CH2:19][CH2:18][CH2:17][N:16]3[C:20](=[O:24])[C@@H:21]([NH2:23])[CH3:22])[S:12][C:11]=2[CH3:25])=[O:9])=[N:4][CH:3]=1.[O-:26][C:27]#[N:28].[K+].C(O)(=O)C.C(=O)([O-])O.[Na+]. Product: [F:1][C:2]1[S:6][C:5]([NH:7][C:8]([C:10]2[CH:14]=[C:13]([CH:15]3[CH2:19][CH2:18][CH2:17][N:16]3[C:20](=[O:24])[C@@H:21]([NH:23][C:27]([NH2:28])=[O:26])[CH3:22])[S:12][C:11]=2[CH3:25])=[O:9])=[N:4][CH:3]=1. The catalyst class is: 408. (6) Reactant: [N+:1]([C:4]1[CH:5]=[C:6]([S:11](Cl)(=[O:13])=[O:12])[CH:7]=[CH:8][C:9]=1[Cl:10])([O-])=O.[Cl-].[Al+3].[Cl-].[Cl-].[Sn](Cl)Cl. Product: [Cl:10][C:9]1[CH:8]=[CH:7][C:6]([S:11]([C:4]2[CH:5]=[CH:6][CH:7]=[CH:8][CH:9]=2)(=[O:13])=[O:12])=[CH:5][C:4]=1[NH2:1]. The catalyst class is: 48. (7) Reactant: [C:1]([C:5]1[CH:12]=[CH:11][C:8]([CH:9]=O)=[CH:7][CH:6]=1)([CH3:4])([CH3:3])[CH3:2].[F:13][C:14]1[CH:15]=[C:16]([CH2:21][CH2:22][NH2:23])[CH:17]=[C:18]([F:20])[CH:19]=1.[BH4-].[Na+]. Product: [C:1]([C:5]1[CH:12]=[CH:11][C:8]([CH2:9][NH:23][CH2:22][CH2:21][C:16]2[CH:17]=[C:18]([F:20])[CH:19]=[C:14]([F:13])[CH:15]=2)=[CH:7][CH:6]=1)([CH3:4])([CH3:3])[CH3:2]. The catalyst class is: 240.